Dataset: NCI-60 drug combinations with 297,098 pairs across 59 cell lines. Task: Regression. Given two drug SMILES strings and cell line genomic features, predict the synergy score measuring deviation from expected non-interaction effect. (1) Drug 1: C1CNP(=O)(OC1)N(CCCl)CCCl. Drug 2: C1CC(CCC1OC2=C(C(=CC=C2)Cl)F)(CC3=NC(=CC=C3)NC4=NC=CS4)C(=O)O. Cell line: T-47D. Synergy scores: CSS=11.1, Synergy_ZIP=0.183, Synergy_Bliss=3.31, Synergy_Loewe=-5.95, Synergy_HSA=1.48. (2) Drug 1: CC1C(C(CC(O1)OC2CC(OC(C2O)C)OC3=CC4=CC5=C(C(=O)C(C(C5)C(C(=O)C(C(C)O)O)OC)OC6CC(C(C(O6)C)O)OC7CC(C(C(O7)C)O)OC8CC(C(C(O8)C)O)(C)O)C(=C4C(=C3C)O)O)O)O. Drug 2: CC(C)NC(=O)C1=CC=C(C=C1)CNNC.Cl. Cell line: MDA-MB-435. Synergy scores: CSS=42.6, Synergy_ZIP=0.999, Synergy_Bliss=-0.229, Synergy_Loewe=-23.8, Synergy_HSA=-2.41. (3) Drug 1: CCN(CC)CCCC(C)NC1=C2C=C(C=CC2=NC3=C1C=CC(=C3)Cl)OC. Drug 2: CC12CCC3C(C1CCC2OP(=O)(O)O)CCC4=C3C=CC(=C4)OC(=O)N(CCCl)CCCl.[Na+]. Cell line: HS 578T. Synergy scores: CSS=-1.45, Synergy_ZIP=-0.459, Synergy_Bliss=-2.07, Synergy_Loewe=-10.2, Synergy_HSA=-5.69. (4) Drug 1: CNC(=O)C1=CC=CC=C1SC2=CC3=C(C=C2)C(=NN3)C=CC4=CC=CC=N4. Synergy scores: CSS=3.93, Synergy_ZIP=-1.98, Synergy_Bliss=-2.45, Synergy_Loewe=-2.01, Synergy_HSA=-1.86. Drug 2: CC12CCC(CC1=CCC3C2CCC4(C3CC=C4C5=CN=CC=C5)C)O. Cell line: SN12C.